Predict the product of the given reaction. From a dataset of Forward reaction prediction with 1.9M reactions from USPTO patents (1976-2016). Given the reactants B(Br)(Br)Br.[Cl:5][C:6]1[CH:16]=[CH:15][C:14]([C:17]2[CH:26]=[CH:25][C:24]3[C:19](=[CH:20][CH:21]=[C:22]([O:27]C)[CH:23]=3)[CH:18]=2)=[CH:13][C:7]=1[C:8]([O:10][CH2:11][CH3:12])=[O:9], predict the reaction product. The product is: [Cl:5][C:6]1[CH:16]=[CH:15][C:14]([C:17]2[CH:26]=[CH:25][C:24]3[C:19](=[CH:20][CH:21]=[C:22]([OH:27])[CH:23]=3)[CH:18]=2)=[CH:13][C:7]=1[C:8]([O:10][CH2:11][CH3:12])=[O:9].